From a dataset of Forward reaction prediction with 1.9M reactions from USPTO patents (1976-2016). Predict the product of the given reaction. The product is: [CH2:5]([NH:9][C:10]1[CH:11]=[C:12]([CH:16]=[C:17]([O:19][CH3:20])[N:18]=1)[C:13]([OH:15])=[O:14])[CH:6]=[CH2:7]. Given the reactants C(N)C=C.[CH2:5]([NH:9][C:10]1[CH:11]=[C:12]([CH:16]=[C:17]([O:19][CH3:20])[N:18]=1)[C:13]([OH:15])=[O:14])[CH2:6][CH:7]=C, predict the reaction product.